Dataset: Forward reaction prediction with 1.9M reactions from USPTO patents (1976-2016). Task: Predict the product of the given reaction. (1) Given the reactants Cl.[N:2]1([C:8]2[C:12]3[CH:13]=[CH:14][CH:15]=[CH:16][C:11]=3[O:10][N:9]=2)[CH2:7][CH2:6][NH:5][CH2:4][CH2:3]1.[Cl:17][CH2:18][CH2:19][C:20]1[CH:21]=[C:22]2[C:27](=[CH:28][CH:29]=1)[N:26]([CH3:30])[C:25](=[O:31])[CH2:24][CH:23]2[CH3:32].Cl, predict the reaction product. The product is: [ClH:17].[O:10]1[C:11]2[CH:16]=[CH:15][CH:14]=[CH:13][C:12]=2[C:8]([N:2]2[CH2:7][CH2:6][N:5]([CH2:18][CH2:19][C:20]3[CH:21]=[C:22]4[C:27](=[CH:28][CH:29]=3)[N:26]([CH3:30])[C:25](=[O:31])[CH2:24][CH:23]4[CH3:32])[CH2:4][CH2:3]2)=[N:9]1. (2) The product is: [F:17][C:15]1[CH:16]=[C:11]([CH2:10][C@@H:9]([C:19]2[C:24]([C:25]3[CH:26]=[C:27]([CH:31]=[CH:32][CH:33]=3)[C:28]([NH2:30])=[O:29])=[CH:23][CH:22]=[CH:21][N:20]=2)[NH:8][C:46](=[O:47])[CH2:45][CH:38]2[C:37]3[C:41](=[CH:42][CH:43]=[C:35]([F:34])[CH:36]=3)[NH:40][C:39]2=[O:44])[CH:12]=[C:13]([F:18])[CH:14]=1. Given the reactants FC(F)(F)C(O)=O.[NH2:8][C@H:9]([C:19]1[C:24]([C:25]2[CH:26]=[C:27]([CH:31]=[CH:32][CH:33]=2)[C:28]([NH2:30])=[O:29])=[CH:23][CH:22]=[CH:21][N:20]=1)[CH2:10][C:11]1[CH:16]=[C:15]([F:17])[CH:14]=[C:13]([F:18])[CH:12]=1.[F:34][C:35]1[CH:36]=[C:37]2[C:41](=[CH:42][CH:43]=1)[NH:40][C:39](=[O:44])[CH:38]2[CH2:45][C:46](O)=[O:47], predict the reaction product. (3) Given the reactants [NH:1]([C:3]1[CH:4]=[C:5]([CH:8]=[CH:9][CH:10]=1)[CH2:6][OH:7])N.[CH3:11][CH:12]([CH3:16])[C:13](=O)[CH3:14].OS(O)(=O)=O, predict the reaction product. The product is: [OH:7][CH2:6][C:5]1[CH:8]=[CH:9][CH:10]=[C:3]2[C:4]=1[C:12]([CH3:16])([CH3:11])[C:13]([CH3:14])=[N:1]2. (4) The product is: [Br:2][C:3]1[CH:4]=[C:5]([C:14]2[N:53]([C:51]3[CH:50]=[CH:49][CH:48]=[C:47]([Cl:46])[N:52]=3)[N:54]=[C:16]([C:17]([OH:19])=[O:18])[CH:15]=2)[CH:6]=[C:7]([O:9][C:10]([F:11])([F:12])[F:13])[CH:8]=1. Given the reactants [Li].[Br:2][C:3]1[CH:4]=[C:5]([C:14]([O-])=[CH:15][C:16](=O)[C:17]([O:19]CC)=[O:18])[CH:6]=[C:7]([O:9][C:10]([F:13])([F:12])[F:11])[CH:8]=1.ClC1C=C(C2N(C3C=CC=CN=3)N=C(C(O)=O)C=2)C=C(F)C=1.[Cl:46][C:47]1[N:52]=[C:51]([NH:53][NH2:54])[CH:50]=[CH:49][CH:48]=1, predict the reaction product. (5) Given the reactants CCN([CH:7]([CH3:9])C)C(C)C.C(NCCCC)CCC.CN(C(ON1N=NC2C=CC=CC1=2)=[N+](C)C)C.F[P-](F)(F)(F)(F)F.N1[C:51]2[C:46](=[CH:47][CH:48]=[CH:49]C=2)[C:45]([C:52]([OH:54])=[O:53])=N1, predict the reaction product. The product is: [CH3:49][CH2:48][CH2:47][CH:46]([CH3:51])[CH3:45].[C:52]([O:54][CH2:7][CH3:9])(=[O:53])[CH3:45]. (6) Given the reactants [CH3:1][O:2][CH:3]1[O:9][C@@H:8]([CH2:10][OH:11])[C@H:6]([OH:7])[C@@H:4]1[OH:5].[OH-:12].[Na+].[C:14](Cl)(=[O:21])[C:15]1[CH:20]=[CH:19][CH:18]=[CH:17][CH:16]=1, predict the reaction product. The product is: [C:14]([O:5][C@H:4]1[C@@H:6]([O:7][C:14](=[O:12])[C:15]2[CH:20]=[CH:19][CH:18]=[CH:17][CH:16]=2)[C@H:8]([CH2:10][O:11][C:14](=[O:21])[C:15]2[CH:20]=[CH:19][CH:18]=[CH:17][CH:16]=2)[O:9][CH:3]1[O:2][CH3:1])(=[O:21])[C:15]1[CH:20]=[CH:19][CH:18]=[CH:17][CH:16]=1. (7) Given the reactants [CH3:1][C@@H:2]1[C@@:7]([C:9]2[CH:10]=[C:11]([OH:15])[CH:12]=[CH:13][CH:14]=2)([CH3:8])[CH2:6][CH2:5][NH:4][CH2:3]1.CN(C(ON1N=[N:31][C:26]2[CH:27]=C[CH:29]=[CH:30][C:25]1=2)=[N+](C)C)C.F[P-](F)(F)(F)(F)F.[CH3:40]CN(CC)CC.Cl.C([O-])(O)=O.[Na+], predict the reaction product. The product is: [NH2:31][C@@H:26]([C@@H:25]([CH3:40])[CH2:30][CH3:29])[CH2:27][N:4]1[CH2:5][CH2:6][C@:7]([C:9]2[CH:10]=[C:11]([OH:15])[CH:12]=[CH:13][CH:14]=2)([CH3:8])[C@@H:2]([CH3:1])[CH2:3]1.